Dataset: Full USPTO retrosynthesis dataset with 1.9M reactions from patents (1976-2016). Task: Predict the reactants needed to synthesize the given product. (1) Given the product [F:27][C:26]([F:29])([F:28])[C:24]1[CH:23]=[C:22]([CH:30]([CH3:34])[C:31]([N:8]([C:5]2[CH:6]=[CH:7][C:2]([Cl:1])=[CH:3][C:4]=2[S:10][C:11]2[CH:16]=[CH:15][CH:14]=[CH:13][C:12]=2[Cl:17])[CH3:9])=[O:33])[CH:21]=[C:20]([C:19]([F:18])([F:35])[F:36])[CH:25]=1, predict the reactants needed to synthesize it. The reactants are: [Cl:1][C:2]1[CH:7]=[CH:6][C:5]([NH:8][CH3:9])=[C:4]([S:10][C:11]2[CH:16]=[CH:15][CH:14]=[CH:13][C:12]=2[Cl:17])[CH:3]=1.[F:18][C:19]([F:36])([F:35])[C:20]1[CH:21]=[C:22]([CH:30]([CH3:34])[C:31]([OH:33])=O)[CH:23]=[C:24]([C:26]([F:29])([F:28])[F:27])[CH:25]=1.C1(N=C=NC2CCCCC2)CCCCC1. (2) Given the product [ClH:27].[CH:1]1[C:11]2[CH2:10][C:9]3([CH2:15][CH2:14][CH:13]([N:16]4[CH2:19][CH:18]([C:20]([OH:22])=[O:21])[CH2:17]4)[CH2:12]3)[C:8]3[CH:23]=[CH:24][CH:25]=[CH:26][C:7]=3[CH2:6][C:5]=2[CH:4]=[CH:3][CH:2]=1, predict the reactants needed to synthesize it. The reactants are: [CH:1]1[C:11]2[CH2:10][C:9]3([CH2:15][CH2:14][CH:13]([N:16]4[CH2:19][CH:18]([C:20]([OH:22])=[O:21])[CH2:17]4)[CH2:12]3)[C:8]3[CH:23]=[CH:24][CH:25]=[CH:26][C:7]=3[CH2:6][C:5]=2[CH:4]=[CH:3][CH:2]=1.[ClH:27]. (3) Given the product [CH:1]1([C:4]2[CH:5]=[CH:6][C:7]([C:19]([NH:26][C:25]([CH3:28])([CH3:27])[C:24]([O:23][CH3:22])=[O:29])=[O:20])=[N:8][C:9]=2[NH:10][C:11]2[CH:16]=[CH:15][C:14]([Cl:17])=[CH:13][C:12]=2[Cl:18])[CH2:3][CH2:2]1, predict the reactants needed to synthesize it. The reactants are: [CH:1]1([C:4]2[CH:5]=[CH:6][C:7]([C:19](O)=[O:20])=[N:8][C:9]=2[NH:10][C:11]2[CH:16]=[CH:15][C:14]([Cl:17])=[CH:13][C:12]=2[Cl:18])[CH2:3][CH2:2]1.[CH3:22][O:23][C:24](=[O:29])[C:25]([CH3:28])([CH3:27])[NH2:26]. (4) Given the product [F:30][C:2]([F:1])([F:29])[C:3]1[CH:4]=[C:5]([CH:26]=[CH:27][CH:28]=1)[CH2:6][NH:7][C:8](=[O:25])[C:9]1[CH:14]=[CH:13][N:12]=[C:11]([C:15]2[CH:20]=[C:19]([S:33][CH2:31][CH3:32])[CH:18]=[CH:17][C:16]=2[N+:22]([O-:24])=[O:23])[CH:10]=1, predict the reactants needed to synthesize it. The reactants are: [F:1][C:2]([F:30])([F:29])[C:3]1[CH:4]=[C:5]([CH:26]=[CH:27][CH:28]=1)[CH2:6][NH:7][C:8](=[O:25])[C:9]1[CH:14]=[CH:13][N:12]=[C:11]([C:15]2[CH:20]=[C:19](F)[CH:18]=[CH:17][C:16]=2[N+:22]([O-:24])=[O:23])[CH:10]=1.[CH2:31]([S-:33])[CH3:32].[Na+]. (5) Given the product [C:20]([C:22]1[CH:27]=[CH:26][C:25]([C:2]2[S:6][C:5]([C:7]([N:9]([CH2:11][C:12]3[CH:17]=[CH:16][CH:15]=[C:14]([O:18][CH3:19])[CH:13]=3)[CH3:10])=[O:8])=[CH:4][CH:3]=2)=[CH:24][CH:23]=1)#[N:21], predict the reactants needed to synthesize it. The reactants are: Br[C:2]1[S:6][C:5]([C:7]([N:9]([CH2:11][C:12]2[CH:17]=[CH:16][CH:15]=[C:14]([O:18][CH3:19])[CH:13]=2)[CH3:10])=[O:8])=[CH:4][CH:3]=1.[C:20]([C:22]1[CH:27]=[CH:26][C:25](B(O)O)=[CH:24][CH:23]=1)#[N:21]. (6) Given the product [Cl:11][C:7]1[CH:8]=[CH:9][CH:10]=[C:2]([Cl:1])[C:3]=1[C:4]([NH:18][CH2:17][CH:16]([N:19]1[CH:24]=[CH:23][C:22]([C:25]([F:28])([F:27])[F:26])=[N:21][CH2:20]1)[CH2:15][CH:12]1[CH2:14][CH2:13]1)=[O:6], predict the reactants needed to synthesize it. The reactants are: [Cl:1][C:2]1[CH:10]=[CH:9][CH:8]=[C:7]([Cl:11])[C:3]=1[C:4]([OH:6])=O.[CH:12]1([CH2:15][CH:16]([N:19]2[CH:24]=[CH:23][C:22]([C:25]([F:28])([F:27])[F:26])=[N:21][CH2:20]2)[CH2:17][NH2:18])[CH2:14][CH2:13]1. (7) Given the product [CH3:17][C:18]1[CH2:23][CH2:22][CH2:21][C:20]2([O:9][C@H:8]([C:10]3[CH:15]=[CH:14][CH:13]=[CH:12][CH:11]=3)[C@@H:7]([C:1]3[CH:2]=[CH:3][CH:4]=[CH:5][CH:6]=3)[O:16]2)[CH:19]=1, predict the reactants needed to synthesize it. The reactants are: [C:1]1([C@@H:7]([OH:16])[C@@H:8]([C:10]2[CH:15]=[CH:14][CH:13]=[CH:12][CH:11]=2)[OH:9])[CH:6]=[CH:5][CH:4]=[CH:3][CH:2]=1.[CH3:17][C:18]1[CH2:23][CH2:22][CH2:21][C:20](=O)[CH:19]=1.